Dataset: Catalyst prediction with 721,799 reactions and 888 catalyst types from USPTO. Task: Predict which catalyst facilitates the given reaction. Reactant: [NH2:1][C:2]1[C:3]([C:17]([O:19]C)=[O:18])=[N:4][C:5]([C:9]2[C:14]([F:15])=[CH:13][CH:12]=[CH:11][C:10]=2[F:16])=[C:6]([F:8])[CH:7]=1.O.[OH-].[Li+].C1COCC1.Cl. Product: [NH2:1][C:2]1[C:3]([C:17]([OH:19])=[O:18])=[N:4][C:5]([C:9]2[C:14]([F:15])=[CH:13][CH:12]=[CH:11][C:10]=2[F:16])=[C:6]([F:8])[CH:7]=1. The catalyst class is: 6.